From a dataset of Catalyst prediction with 721,799 reactions and 888 catalyst types from USPTO. Predict which catalyst facilitates the given reaction. (1) Reactant: [Br:1][C:2]1[CH:3]=[C:4]([CH:9]([F:11])[F:10])[C:5](=[O:8])[NH:6][CH:7]=1.[C:12]([Si:16]([CH3:19])([CH3:18])Cl)([CH3:15])([CH3:14])[CH3:13]. Product: [Br:1][C:2]1[CH:3]=[C:4]([CH:9]([F:11])[F:10])[C:5]([O:8][Si:16]([C:12]([CH3:15])([CH3:14])[CH3:13])([CH3:19])[CH3:18])=[N:6][CH:7]=1. The catalyst class is: 11. (2) Reactant: C[O:2][C:3]1[C:8]([C:9]2[CH:14]=[CH:13][C:12]([N:15]3[CH:19]=[C:18]([CH2:20][C:21]4[CH:25]=[CH:24][S:23][C:22]=4[C:26]([NH2:28])=[O:27])[N:17]=[CH:16]3)=[CH:11][CH:10]=2)=[CH:7][CH:6]=[CH:5][N:4]=1.[Na+].[I-].C[Si](Cl)(C)C. Product: [O:2]=[C:3]1[C:8]([C:9]2[CH:10]=[CH:11][C:12]([N:15]3[CH:19]=[C:18]([CH2:20][C:21]4[CH:25]=[CH:24][S:23][C:22]=4[C:26]([NH2:28])=[O:27])[N:17]=[CH:16]3)=[CH:13][CH:14]=2)=[CH:7][CH:6]=[CH:5][NH:4]1. The catalyst class is: 751. (3) Reactant: [CH:1]([N:4]1[C:8]2[CH:9]=[CH:10][C:11]([N:13]3[CH:18]=[C:17]([C:19]([O:21][CH2:22][CH3:23])=[O:20])[C:16](=[O:24])[NH:15][C:14]3=[O:25])=[CH:12][C:7]=2[N:6]=[CH:5]1)([CH3:3])[CH3:2].Br[CH2:27][C:28]1[CH:33]=[CH:32][CH:31]=[C:30]([Cl:34])[C:29]=1[Cl:35]. Product: [Cl:35][C:29]1[C:30]([Cl:34])=[CH:31][CH:32]=[CH:33][C:28]=1[CH2:27][N:15]1[C:16](=[O:24])[C:17]([C:19]([O:21][CH2:22][CH3:23])=[O:20])=[CH:18][N:13]([C:11]2[CH:10]=[CH:9][C:8]3[N:4]([CH:1]([CH3:2])[CH3:3])[CH:5]=[N:6][C:7]=3[CH:12]=2)[C:14]1=[O:25]. The catalyst class is: 98. (4) Reactant: [CH2:1]([N:3]([CH2:11][C:12]1[CH:13]=[N:14][CH:15]=[C:16]([C:19]2[CH:20]=[C:21]3[C:25](=[CH:26][CH:27]=2)[N:24]([CH:28]2[CH2:33][CH2:32][CH2:31][CH2:30][O:29]2)[N:23]=[C:22]3[C:34]2[NH:35][C:36]([C:39]([NH:41][CH2:42][C:43]3[CH:44]=[N:45][CH:46]=[CH:47][CH:48]=3)=[O:40])=[CH:37][N:38]=2)[C:17]=1[CH3:18])[C:4](=[O:10])[O:5][C:6]([CH3:9])([CH3:8])[CH3:7])[CH3:2].C(OC([N:56](CC1C(C)=C(C2C=C3C(=CC=2)N(C2CCCCO2)N=C3C2NC(C(O)=O)=CN=2)C=NC=1)[CH2:57][CH3:58])=O)(C)(C)C.[CH:90](N(C(C)C)CC)(C)[CH3:91].CN(C(ON1N=NC2C=CC=NC1=2)=[N+](C)C)C.F[P-](F)(F)(F)(F)F. Product: [CH2:1]([N:3]([CH2:11][C:12]1[CH:13]=[N:14][CH:15]=[C:16]([C:19]2[CH:20]=[C:21]3[C:25](=[CH:26][CH:27]=2)[N:24]([CH:28]2[CH2:33][CH2:32][CH2:31][CH2:30][O:29]2)[N:23]=[C:22]3[C:34]2[NH:35][C:36]([C:39]([N:41]3[CH2:91][CH2:90][CH:48]([CH2:47][C:46]4[N:56]=[CH:57][CH:58]=[CH:44][N:45]=4)[CH2:43][CH2:42]3)=[O:40])=[CH:37][N:38]=2)[C:17]=1[CH3:18])[C:4](=[O:10])[O:5][C:6]([CH3:9])([CH3:7])[CH3:8])[CH3:2]. The catalyst class is: 2. (5) Reactant: [C:1]1([C@@H:7]2[C@H:13]([C:14]3[CH:19]=[CH:18][CH:17]=[CH:16][CH:15]=3)[CH2:12][CH2:11][NH:10][C:9](=O)[CH2:8]2)[CH:6]=[CH:5][CH:4]=[CH:3][CH:2]=1.[H-].[H-].[H-].[H-].[Li+].[Al+3]. Product: [C:14]1([C@@H:13]2[C@H:7]([C:1]3[CH:6]=[CH:5][CH:4]=[CH:3][CH:2]=3)[CH2:8][CH2:9][NH:10][CH2:11][CH2:12]2)[CH:15]=[CH:16][CH:17]=[CH:18][CH:19]=1. The catalyst class is: 1. (6) Reactant: [C@@H:1]1([O:11][CH2:12][CH2:13][N:14]([CH2:34][CH2:35][O:36][C@@H:37]2[O:45][C@@H:44]([CH3:46])[C@@H:42]([OH:43])[C@@H:40]([OH:41])[C@@H:38]2[OH:39])[CH2:15][C:16]([NH:18][CH2:19][CH2:20][CH2:21][CH2:22][CH2:23][C:24]([O:26]CC2C=CC=CC=2)=[O:25])=[O:17])[O:9][C@@H:8]([CH3:10])[C@@H:6]([OH:7])[C@@H:4]([OH:5])[C@@H:2]1[OH:3]. Product: [C@@H:37]1([O:36][CH2:35][CH2:34][N:14]([CH2:13][CH2:12][O:11][C@@H:1]2[O:9][C@@H:8]([CH3:10])[C@@H:6]([OH:7])[C@@H:4]([OH:5])[C@@H:2]2[OH:3])[CH2:15][C:16]([NH:18][CH2:19][CH2:20][CH2:21][CH2:22][CH2:23][C:24]([OH:26])=[O:25])=[O:17])[O:45][C@@H:44]([CH3:46])[C@@H:42]([OH:43])[C@@H:40]([OH:41])[C@@H:38]1[OH:39]. The catalyst class is: 522. (7) Reactant: [C:1]([C:4]1([CH2:17][O:18][CH3:19])[CH2:9][CH2:8][N:7]([C:10]([O:12][C:13]([CH3:16])([CH3:15])[CH3:14])=[O:11])[CH2:6][CH2:5]1)(=O)[CH3:2].C(O)(=O)C.[C:24]1([C@@H:30]2[CH2:32][C@H:31]2[NH2:33])[CH:29]=[CH:28][CH:27]=[CH:26][CH:25]=1.C(O[BH-](OC(=O)C)OC(=O)C)(=O)C.[Na+]. Product: [CH3:19][O:18][CH2:17][C:4]1([CH:1]([NH:33][C@@H:31]2[CH2:32][C@H:30]2[C:24]2[CH:29]=[CH:28][CH:27]=[CH:26][CH:25]=2)[CH3:2])[CH2:9][CH2:8][N:7]([C:10]([O:12][C:13]([CH3:16])([CH3:15])[CH3:14])=[O:11])[CH2:6][CH2:5]1. The catalyst class is: 2. (8) Reactant: [F:1][C:2]1[CH:7]=[CH:6][C:5]([C:8]2[C:16]3[C:11](=[N:12][CH:13]=[C:14]([F:17])[CH:15]=3)[N:10](S(C3C=CC(C)=CC=3)(=O)=O)[CH:9]=2)=[CH:4][C:3]=1[NH:28][C@H:29]1[CH2:34][CH2:33][CH2:32][C@@H:31]([NH:35]C(=O)OC(C)(C)C)[CH2:30]1.FC1C(N[C@H]2CCC[C@@H](NC(=O)OC(C)(C)C)C2)=NC(C2C3C(=NC=C(F)C=3)N(S(C3C=CC(C)=CC=3)(=O)=O)C=2)=NC=1.Cl. Product: [F:1][C:2]1[CH:7]=[CH:6][C:5]([C:8]2[C:16]3[C:11](=[N:12][CH:13]=[C:14]([F:17])[CH:15]=3)[NH:10][CH:9]=2)=[CH:4][C:3]=1[NH:28][C@H:29]1[CH2:34][CH2:33][CH2:32][C@@H:31]([NH2:35])[CH2:30]1. The catalyst class is: 2. (9) Reactant: [CH:1]1([C:5]([C:17]2[CH:22]=[CH:21][CH:20]=[CH:19][CH:18]=2)([CH3:16])[C:6]([O:8][CH:9]2[CH2:14][CH2:13][N:12]([CH3:15])[CH2:11][CH2:10]2)=[O:7])[CH2:4][CH2:3][CH2:2]1.[I:23][CH3:24]. Product: [I-:23].[CH:1]1([C:5]([C:17]2[CH:22]=[CH:21][CH:20]=[CH:19][CH:18]=2)([CH3:16])[C:6]([O:8][CH:9]2[CH2:10][CH2:11][N+:12]([CH3:24])([CH3:15])[CH2:13][CH2:14]2)=[O:7])[CH2:4][CH2:3][CH2:2]1. The catalyst class is: 10.